Dataset: Reaction yield outcomes from USPTO patents with 853,638 reactions. Task: Predict the reaction yield, written as a fraction of the theoretical maximum amount of product (1.0 means a 100% yield; for example, 0.34 means a 34% yield). (1) The reactants are [CH2:1]([O:3][C@@H:4]([CH2:10][C:11]1[CH:16]=[CH:15][C:14]([O:17][CH2:18][C:19]([N:21]([CH2:33][CH2:34][CH2:35][CH2:36][CH2:37][CH2:38][CH3:39])[CH2:22][C:23]2[N:24]([CH3:32])[C:25]3[C:30]([CH:31]=2)=[CH:29][CH:28]=[CH:27][CH:26]=3)=[O:20])=[CH:13][CH:12]=1)[C:5]([O:7]CC)=[O:6])[CH3:2].[Li+].[OH-]. The catalyst is C1COCC1. The product is [CH2:1]([O:3][C@@H:4]([CH2:10][C:11]1[CH:12]=[CH:13][C:14]([O:17][CH2:18][C:19]([N:21]([CH2:33][CH2:34][CH2:35][CH2:36][CH2:37][CH2:38][CH3:39])[CH2:22][C:23]2[N:24]([CH3:32])[C:25]3[C:30]([CH:31]=2)=[CH:29][CH:28]=[CH:27][CH:26]=3)=[O:20])=[CH:15][CH:16]=1)[C:5]([OH:7])=[O:6])[CH3:2]. The yield is 0.950. (2) The reactants are [C:1]1([S:7]([C:10]2[CH:11]=[C:12]3[C:17](=[CH:18][CH:19]=2)[C:16]([C:20]#[N:21])=[CH:15][CH2:14][CH2:13]3)(=[O:9])=[O:8])[CH:6]=[CH:5][CH:4]=[CH:3][CH:2]=1.CCO.[H][H]. The catalyst is [Pd].C(O)(=O)C. The product is [C:1]1([S:7]([C:10]2[CH:11]=[C:12]3[C:17](=[CH:18][CH:19]=2)[CH:16]([C:20]#[N:21])[CH2:15][CH2:14][CH2:13]3)(=[O:9])=[O:8])[CH:2]=[CH:3][CH:4]=[CH:5][CH:6]=1. The yield is 0.900. (3) The product is [F:26][C:24]1[CH:23]=[CH:22][C:21]([N+:27]([O-:29])=[O:28])=[C:20]([NH:8][C:5]2[CH:6]=[CH:7][C:2]([F:1])=[CH:3][CH:4]=2)[CH:25]=1. The yield is 1.00. The catalyst is C1COCC1. The reactants are [F:1][C:2]1[CH:7]=[CH:6][C:5]([NH2:8])=[CH:4][CH:3]=1.[Li+].C[Si]([N-][Si](C)(C)C)(C)C.F[C:20]1[CH:25]=[C:24]([F:26])[CH:23]=[CH:22][C:21]=1[N+:27]([O-:29])=[O:28]. (4) The reactants are C[O:2][C:3]1[CH:4]=[C:5]([CH:11]=[CH:12][C:13](=[O:26])[CH:14]=[CH:15][C:16]2[CH:21]=[CH:20][C:19]([O:22]C)=[C:18]([O:24]C)[CH:17]=2)[CH:6]=[CH:7][C:8]=1[O:9]C.B(Br)(Br)Br.Cl. The catalyst is ClCCl. The product is [OH:2][C:3]1[CH:4]=[C:5]([CH:11]=[CH:12][C:13](=[O:26])[CH:14]=[CH:15][C:16]2[CH:21]=[CH:20][C:19]([OH:22])=[C:18]([OH:24])[CH:17]=2)[CH:6]=[CH:7][C:8]=1[OH:9]. The yield is 0.760.